From a dataset of CYP3A4 inhibition data for predicting drug metabolism from PubChem BioAssay. Regression/Classification. Given a drug SMILES string, predict its absorption, distribution, metabolism, or excretion properties. Task type varies by dataset: regression for continuous measurements (e.g., permeability, clearance, half-life) or binary classification for categorical outcomes (e.g., BBB penetration, CYP inhibition). Dataset: cyp3a4_veith. (1) The result is 0 (non-inhibitor). The compound is COc1ccc(C(=O)COC(=O)c2ccc(NC(=O)c3ccccc3)cc2)cc1. (2) The molecule is O=C(c1ccc(F)cc1)C1CCN(CCn2c(=S)[nH]c3ccccc3c2=O)CC1. The result is 1 (inhibitor). (3) The compound is O=C(O)CN(CC(=O)O)c1ccccc1. The result is 0 (non-inhibitor). (4) The compound is Cn1cccc1C(=O)C(=O)Nc1cccc(Cl)c1Cl. The result is 0 (non-inhibitor). (5) The molecule is COc1ccc(C(=O)N2CCCCC2)cc1S(=O)(=O)Nc1ccccc1. The result is 1 (inhibitor). (6) The result is 0 (non-inhibitor). The drug is CCc1cc2c(=O)c(-c3nc4ccccc4n3C)c(C)oc2c(CN(CC)CC)c1O. (7) The molecule is c1ncc(-c2ccoc2)c(NC2CC2)n1. The result is 1 (inhibitor). (8) The drug is CCCCc1ccc(C(=O)O)nc1. The result is 0 (non-inhibitor). (9) The drug is CC(C)C(=O)NCCn1ccc2ccccc21. The result is 1 (inhibitor). (10) The result is 1 (inhibitor). The molecule is COc1ccc(O[C@H]2C=C[C@@H](c3ccccc3)O[C@H]2CO/N=C2/c3cc(OC)ccc3O[C@@H](c3cccc(OC)c3)[C@H]2O)cc1.